From a dataset of Reaction yield outcomes from USPTO patents with 853,638 reactions. Predict the reaction yield, written as a fraction of the theoretical maximum amount of product (1.0 means a 100% yield; for example, 0.34 means a 34% yield). (1) The reactants are [OH-].[Na+].CO.[F:5][C:6]1[CH:11]=[CH:10][CH:9]=[CH:8][C:7]=1[N:12]1[C:16]([C:17]2[CH:22]=[CH:21][C:20]([N+:23]([O-:25])=O)=[CH:19][CH:18]=2)=[CH:15][CH:14]=[N:13]1.[F:26][C:27]1[CH:32]=[CH:31][C:30]([CH2:33]C#N)=[CH:29][CH:28]=1. The catalyst is O. The product is [F:26][C:27]1[CH:32]=[CH:31][C:30]([C:33]2[O:25][N:23]=[C:20]3[CH:21]=[CH:22][C:17]([C:16]4[N:12]([C:7]5[CH:8]=[CH:9][CH:10]=[CH:11][C:6]=5[F:5])[N:13]=[CH:14][CH:15]=4)=[CH:18][C:19]=23)=[CH:29][CH:28]=1. The yield is 0.700. (2) The reactants are [CH2:1]([NH:8][C:9]1[CH:14]=[C:13](Cl)[N:12]=[CH:11][C:10]=1[CH2:16][C:17]([NH2:19])=[O:18])[C:2]1[CH:7]=[CH:6][CH:5]=[CH:4][CH:3]=1.NCC1CCCN1CC1C=CC=CC=1.[NH2:34][C:35]1[CH:40]=[CH:39][N:38]=[CH:37][CH:36]=1.C(=O)([O-])[O-].[K+].[K+].C1(P(C2C=CC=CC=2)C2C=CC3C(=CC=CC=3)C=2C2C3C(=CC=CC=3)C=CC=2P(C2C=CC=CC=2)C2C=CC=CC=2)C=CC=CC=1. The catalyst is C1(C)C=CC=CC=1.C([O-])(=O)C.[Pd+2].C([O-])(=O)C. The product is [CH2:1]([NH:8][C:9]1[CH:14]=[C:13]([NH:34][C:35]2[CH:40]=[CH:39][N:38]=[CH:37][CH:36]=2)[N:12]=[CH:11][C:10]=1[CH2:16][C:17]([NH2:19])=[O:18])[C:2]1[CH:7]=[CH:6][CH:5]=[CH:4][CH:3]=1. The yield is 0.160.